Dataset: Forward reaction prediction with 1.9M reactions from USPTO patents (1976-2016). Task: Predict the product of the given reaction. (1) Given the reactants Br[C:2]1[S:6][CH:5]=[N:4][CH:3]=1.[C:7]1([CH3:16])[CH:12]=[CH:11][CH:10]=[C:9](B(O)O)[CH:8]=1.C(=O)([O-])[O-].[Cs+].[Cs+], predict the reaction product. The product is: [CH3:16][C:7]1[CH:8]=[C:9]([C:2]2[S:6][CH:5]=[N:4][CH:3]=2)[CH:10]=[CH:11][CH:12]=1. (2) The product is: [F:1][C:2]1[CH:10]=[C:9]2[C:5]([C:6]([C:20]3[CH:21]=[CH:22][C:23]4[O:27][C:26](=[O:28])[N:25]([CH2:31][C:32]([NH2:34])=[O:33])[C:24]=4[CH:29]=3)=[CH:7][N:8]2[S:11]([C:14]2[CH:15]=[CH:16][CH:17]=[CH:18][CH:19]=2)(=[O:13])=[O:12])=[CH:4][CH:3]=1. Given the reactants [F:1][C:2]1[CH:10]=[C:9]2[C:5]([C:6]([C:20]3[CH:21]=[CH:22][C:23]4[O:27][C:26](=[O:28])[NH:25][C:24]=4[CH:29]=3)=[CH:7][N:8]2[S:11]([C:14]2[CH:19]=[CH:18][CH:17]=[CH:16][CH:15]=2)(=[O:13])=[O:12])=[CH:4][CH:3]=1.Br[CH2:31][C:32]([NH2:34])=[O:33].C([O-])([O-])=O.[K+].[K+].O, predict the reaction product. (3) Given the reactants [I:1][C:2]1[CH:7]=[CH:6][C:5]([OH:8])=[CH:4][CH:3]=1.Br[C:10]([CH3:19])([CH3:18])[C:11]([O:13][C:14]([CH3:17])([CH3:16])[CH3:15])=[O:12].C(=O)([O-])[O-].[Cs+].[Cs+].Cl.C(OCC)C, predict the reaction product. The product is: [I:1][C:2]1[CH:7]=[CH:6][C:5]([O:8][C:10]([CH3:19])([CH3:18])[C:11]([O:13][C:14]([CH3:17])([CH3:16])[CH3:15])=[O:12])=[CH:4][CH:3]=1. (4) Given the reactants C[O:2][C:3](=[O:38])[CH2:4][C@H:5]1[C:9]2[CH:10]=[CH:11][C:12]([O:14][CH2:15][C:16]3[CH:17]=[C:18]([C:22]4[C:27]([CH3:28])=[CH:26][C:25]([O:29][CH2:30][CH2:31][CH2:32][S:33]([CH3:36])(=[O:35])=[O:34])=[CH:24][C:23]=4[CH3:37])[CH:19]=[CH:20][CH:21]=3)=[CH:13][C:8]=2[O:7][CH2:6]1.CO.[OH-].[Na+].Cl, predict the reaction product. The product is: [CH3:28][C:27]1[CH:26]=[C:25]([O:29][CH2:30][CH2:31][CH2:32][S:33]([CH3:36])(=[O:35])=[O:34])[CH:24]=[C:23]([CH3:37])[C:22]=1[C:18]1[CH:19]=[CH:20][CH:21]=[C:16]([CH2:15][O:14][C:12]2[CH:11]=[CH:10][C:9]3[C@H:5]([CH2:4][C:3]([OH:38])=[O:2])[CH2:6][O:7][C:8]=3[CH:13]=2)[CH:17]=1. (5) The product is: [N:38]1([C:41]2[C:46]([NH:47][C:55]3[C:64]4[C:59](=[CH:60][C:61]([F:66])=[CH:62][C:63]=4[F:65])[N:58]=[C:57]([C:67]4[CH:72]=[CH:71][N:70]=[CH:69][CH:68]=4)[C:56]=3[CH3:73])=[CH:45][C:44]([N:48]3[CH2:49][CH2:50][O:51][CH2:52][CH2:53]3)=[CH:43][N:42]=2)[CH2:39][CH2:40][O:35][CH2:36][CH2:37]1. Given the reactants C1(P(C2CCCCC2)C2C=CC=CC=2C2C(C(C)C)=CC(C(C)C)=CC=2C(C)C)CCCCC1.[O:35]1[CH2:40][CH2:39][N:38]([C:41]2[C:46]([NH2:47])=[CH:45][C:44]([N:48]3[CH2:53][CH2:52][O:51][CH2:50][CH2:49]3)=[CH:43][N:42]=2)[CH2:37][CH2:36]1.Cl[C:55]1[C:64]2[C:59](=[CH:60][C:61]([F:66])=[CH:62][C:63]=2[F:65])[N:58]=[C:57]([C:67]2[CH:72]=[CH:71][N:70]=[CH:69][CH:68]=2)[C:56]=1[CH3:73].CC(C)([O-])C.[Na+], predict the reaction product. (6) Given the reactants [Br:1][C:2]1[CH:7]=[CH:6][CH:5]=[CH:4][C:3]=1I.[C:9]1(B(O)O)[C:18]2[C:13](=[CH:14][CH:15]=[CH:16][CH:17]=2)[CH:12]=[CH:11][CH:10]=1.C(=O)([O-])[O-].[Na+].[Na+], predict the reaction product. The product is: [Br:1][C:2]1[CH:7]=[CH:6][CH:5]=[CH:4][C:3]=1[C:17]1[C:18]2[C:13](=[CH:12][CH:11]=[CH:10][CH:9]=2)[CH:14]=[CH:15][CH:16]=1. (7) Given the reactants CC1C=CC(S(OCC2CC3C=CC=C(Br)C=3O2)(=O)=O)=CC=1.COC1C=CC=CC=1B(O)O.C(=O)([O-])[O-].[K+].[K+].CC1C=CC(S(O[CH2:51][CH:52]2[CH2:56][C:55]3[CH:57]=[CH:58][CH:59]=[C:60]([C:61]4[CH:66]=[CH:65][CH:64]=[CH:63][C:62]=4[O:67][CH3:68])[C:54]=3[O:53]2)(=O)=O)=CC=1.S(C1C=CC(C)=CC=1)([O-])(=O)=O.[N-:80]=[N+:81]=[N-:82].[Na+], predict the reaction product. The product is: [N:80]([CH2:51][CH:52]1[CH2:56][C:55]2[CH:57]=[CH:58][CH:59]=[C:60]([C:61]3[CH:66]=[CH:65][CH:64]=[CH:63][C:62]=3[O:67][CH3:68])[C:54]=2[O:53]1)=[N+:81]=[N-:82]. (8) Given the reactants [Cl:1][C:2]1[C:3]([CH3:16])=[C:4]([C:8]([OH:15])=[C:9]([C:11]([CH3:14])([CH3:13])[CH3:12])[CH:10]=1)[C:5]([OH:7])=[O:6].[C:17]1(O)[CH:22]=[CH:21][CH:20]=[CH:19][CH:18]=1.P(Cl)(Cl)(Cl)=O, predict the reaction product. The product is: [C:17]1([O:6][C:5](=[O:7])[C:4]2[C:3]([CH3:16])=[C:2]([Cl:1])[CH:10]=[C:9]([C:11]([CH3:12])([CH3:13])[CH3:14])[C:8]=2[OH:15])[CH:22]=[CH:21][CH:20]=[CH:19][CH:18]=1.